This data is from Full USPTO retrosynthesis dataset with 1.9M reactions from patents (1976-2016). The task is: Predict the reactants needed to synthesize the given product. (1) Given the product [F:13][C:14]1[CH:19]=[CH:18][C:17]([CH:20]2[CH2:25][CH2:24][N:23]([C:26]3[N:27]=[CH:28][N:29]=[C:30]([NH:34][NH:35][C:8](=[O:9])[CH2:7][C:6]([CH3:12])([CH3:11])[CH3:5])[C:31]=3[O:32][CH3:33])[CH2:22][CH2:21]2)=[CH:16][CH:15]=1, predict the reactants needed to synthesize it. The reactants are: S(Cl)(Cl)=O.[CH3:5][C:6]([CH3:12])([CH3:11])[CH2:7][C:8](O)=[O:9].[F:13][C:14]1[CH:19]=[CH:18][C:17]([CH:20]2[CH2:25][CH2:24][N:23]([C:26]3[C:31]([O:32][CH3:33])=[C:30]([NH:34][NH2:35])[N:29]=[CH:28][N:27]=3)[CH2:22][CH2:21]2)=[CH:16][CH:15]=1.C(=O)(O)[O-].[Na+]. (2) Given the product [Cl:11][CH2:12][C:13]([NH:15][CH:16]([CH3:19])[CH:17]=[O:18])=[O:14], predict the reactants needed to synthesize it. The reactants are: CS(C)=O.C(Cl)(=O)C(Cl)=O.[Cl:11][CH2:12][C:13]([NH:15][CH:16]([CH3:19])[CH2:17][OH:18])=[O:14].C(N(CC)CC)C. (3) Given the product [CH:11]1[CH:12]=[C:13]2[CH:14]=[CH:15][C:16]([OH:20])=[C:17]([C:17]3[C:18]4[C:13](=[CH:12][CH:11]=[CH:10][CH:19]=4)[CH:14]=[CH:15][C:16]=3[OH:20])[C:18]2=[CH:19][CH:10]=1, predict the reactants needed to synthesize it. The reactants are: C(O[C:10]1[CH:19]=[C:18]2[C:13]([CH:14]=[CH:15][C:16]([OH:20])=[CH:17]2)=[CH:12][CH:11]=1)CCCCCCC.